This data is from Forward reaction prediction with 1.9M reactions from USPTO patents (1976-2016). The task is: Predict the product of the given reaction. (1) Given the reactants [CH2:1]([C:8]1[CH:9]=[C:10]2[C:15](=[CH:16][C:17]=1[F:18])[N:14]=[C:13]([N:19]1[CH:23]=[C:22]([C:24]([O:26]CC)=[O:25])[CH:21]=[N:20]1)[NH:12][C:11]2=O)[C:2]1[CH:7]=[CH:6][CH:5]=[CH:4][CH:3]=1.[CH3:30][NH:31][CH3:32], predict the reaction product. The product is: [CH2:1]([C:8]1[CH:9]=[C:10]2[C:15](=[CH:16][C:17]=1[F:18])[N:14]=[C:13]([N:19]1[CH:23]=[C:22]([C:24]([OH:26])=[O:25])[CH:21]=[N:20]1)[N:12]=[C:11]2[N:31]([CH3:32])[CH3:30])[C:2]1[CH:3]=[CH:4][CH:5]=[CH:6][CH:7]=1. (2) Given the reactants [Br:1][C:2]1[CH:10]=[C:9]2[C:5]([CH2:6][CH2:7][NH:8]2)=[C:4]([NH:11][C:12](=[O:14])[CH3:13])[CH:3]=1.Cl[C:16]1[C:21]([Cl:22])=[CH:20][N:19]=[C:18]([NH2:23])[N:17]=1.Cl, predict the reaction product. The product is: [NH2:23][C:18]1[N:19]=[C:20]([N:8]2[C:9]3[C:5](=[C:4]([NH:11][C:12](=[O:14])[CH3:13])[CH:3]=[C:2]([Br:1])[CH:10]=3)[CH2:6][CH2:7]2)[C:21]([Cl:22])=[CH:16][N:17]=1. (3) Given the reactants FC(F)(F)C1C=C(NC(=O)NC2C=CC(C3SC(CCC(OC)=O)=NC=3)=CC=2)C=CC=1.[CH3:32][C:33]1[O:37][C:36]([CH2:38][CH:39]2[CH2:44][CH2:43][CH:42]([C:45]3[S:46][C:47]([C:50]4[CH:56]=[CH:55][C:53]([NH2:54])=[CH:52][CH:51]=4)=[CH:48][N:49]=3)[CH2:41][CH2:40]2)=[N:35][N:34]=1.[F:57][C:58]1[CH:63]=[C:62]([F:64])[CH:61]=[C:60]([F:65])[C:59]=1[N:66]=[C:67]=[O:68], predict the reaction product. The product is: [CH3:32][C:33]1[O:37][C:36]([CH2:38][CH:39]2[CH2:44][CH2:43][CH:42]([C:45]3[S:46][C:47]([C:50]4[CH:51]=[CH:52][C:53]([NH:54][C:67]([NH:66][C:59]5[C:60]([F:65])=[CH:61][C:62]([F:64])=[CH:63][C:58]=5[F:57])=[O:68])=[CH:55][CH:56]=4)=[CH:48][N:49]=3)[CH2:41][CH2:40]2)=[N:35][N:34]=1. (4) Given the reactants [Br:1][C:2]1[CH:3]=[C:4]([CH:9]2[C:18]3[C:17](=[O:19])[NH:16][CH:15]=[CH:14][C:13]=3[NH:12][C:11]([CH3:20])=[C:10]2[C:21]([O:23][CH3:24])=[O:22])[CH:5]=[CH:6][C:7]=1[F:8].C(=O)([O-])[O-].[K+].[K+].Br[CH2:32][C:33]#[N:34], predict the reaction product. The product is: [Br:1][C:2]1[CH:3]=[C:4]([CH:9]2[C:18]3[C:17](=[O:19])[N:16]([CH2:32][C:33]#[N:34])[CH:15]=[CH:14][C:13]=3[NH:12][C:11]([CH3:20])=[C:10]2[C:21]([O:23][CH3:24])=[O:22])[CH:5]=[CH:6][C:7]=1[F:8]. (5) Given the reactants Cl[C:2]1[CH:7]=[CH:6][C:5]([NH:8][C:9](=[O:14])[C:10]([CH3:13])([CH3:12])[CH3:11])=[C:4]([CH3:15])[C:3]=1[C:16]([F:19])([F:18])[F:17].[CH3:20][N:21]1C(=O)CCC1, predict the reaction product. The product is: [C:20]([C:2]1[CH:7]=[CH:6][C:5]([NH:8][C:9](=[O:14])[C:10]([CH3:13])([CH3:12])[CH3:11])=[C:4]([CH3:15])[C:3]=1[C:16]([F:19])([F:18])[F:17])#[N:21]. (6) Given the reactants [Br:1][C:2]1[CH:3]=[C:4]([CH2:10][OH:11])[CH:5]=[C:6]([CH2:8][OH:9])[CH:7]=1.O[C:13]1[CH:18]=[CH:17][CH:16]=[CH:15][C:14]=1[CH2:19][C:20]([O:22][C:23]([CH3:26])([CH3:25])[CH3:24])=[O:21].C1C=CC(P(C2C=CC=CC=2)C2C=CC=CC=2)=CC=1.CC(OC(/N=N/C(OC(C)C)=O)=O)C, predict the reaction product. The product is: [Br:1][C:2]1[CH:3]=[C:4]([CH:5]=[C:6]([CH2:8][OH:9])[CH:7]=1)[CH2:10][O:11][C:13]1[CH:18]=[CH:17][CH:16]=[CH:15][C:14]=1[CH2:19][C:20]([O:22][C:23]([CH3:26])([CH3:25])[CH3:24])=[O:21]. (7) Given the reactants [OH:1][C@@H:2]1[C:11]2[CH:10]=[CH:9][N:8]3[C:12]([CH3:16])=[C:13]([CH3:15])[N:14]=[C:7]3[C:6]=2[NH:5][C@H:4]([C:17]2[CH:22]=[CH:21][CH:20]=[CH:19][CH:18]=2)[C@H:3]1[OH:23].S(=O)(=O)(O)O.C(Cl)Cl.[OH-].[Na+].[CH3:34][O:35][CH2:36][CH2:37][O:38][CH2:39][CH2:40]O, predict the reaction product. The product is: [OH:23][C@H:3]1[C@H:2]([O:1][CH2:40][CH2:39][O:38][CH2:37][CH2:36][O:35][CH3:34])[C:11]2[CH:10]=[CH:9][N:8]3[C:12]([CH3:16])=[C:13]([CH3:15])[N:14]=[C:7]3[C:6]=2[NH:5][C@@H:4]1[C:17]1[CH:18]=[CH:19][CH:20]=[CH:21][CH:22]=1.